From a dataset of Forward reaction prediction with 1.9M reactions from USPTO patents (1976-2016). Predict the product of the given reaction. (1) The product is: [N+:10]([C:13]1[CH:22]=[C:21]([O:23][CH2:24][CH2:25][O:26][CH3:27])[C:20]([OH:28])=[CH:19][C:14]=1[C:15]([O:17][CH3:18])=[O:16])([O-:12])=[O:11]. Given the reactants [Cl-].[Al+3].[Cl-].[Cl-].N#N.C(Cl)Cl.[N+:10]([C:13]1[CH:22]=[C:21]([O:23][CH2:24][CH2:25][O:26][CH3:27])[C:20]([O:28]C)=[CH:19][C:14]=1[C:15]([O:17][CH3:18])=[O:16])([O-:12])=[O:11], predict the reaction product. (2) Given the reactants [NH2:1][C@H:2]1[CH2:11][C:10]2[C:5](=[N:6][CH:7]=[C:8]([O:12][C:13]3[CH:18]=[CH:17][CH:16]=[CH:15][CH:14]=3)[CH:9]=2)[N:4]([OH:19])[CH2:3]1.Cl.CC[O:23]CC, predict the reaction product. The product is: [NH2:1][C@H:2]1[CH2:11][C:10]2[C:5](=[N:6][CH:7]=[C:8]([O:12][C:13]3[CH:18]=[CH:17][CH:16]=[CH:15][CH:14]=3)[CH:9]=2)[N:4]([OH:19])[C:3]1=[O:23].